This data is from Forward reaction prediction with 1.9M reactions from USPTO patents (1976-2016). The task is: Predict the product of the given reaction. (1) Given the reactants [C:1]([O:5][C:6]([N:8]1[CH2:11][CH:10]([C:12]([OH:14])=O)[CH2:9]1)=[O:7])([CH3:4])([CH3:3])[CH3:2].C([O-])(=O)C.[NH4+].F[P-](F)(F)(F)(F)F.C[N+:28](C)=C(N(C)C)ON1C2N=CC=CC=2N=N1.C(N(CC)C(C)C)(C)C, predict the reaction product. The product is: [NH2:28][C:12]([CH:10]1[CH2:11][N:8]([C:6]([O:5][C:1]([CH3:4])([CH3:3])[CH3:2])=[O:7])[CH2:9]1)=[O:14]. (2) Given the reactants C(OC([N:6]=[S@@:7]([C:12]1[CH:17]=[CH:16][C:15]([NH:18][C:19]2[N:24]=[C:23]([NH:25][C@@H:26]([CH2:29][OH:30])[CH2:27][CH3:28])[C:22]([C:31]3[S:32][CH:33]=[CH:34][CH:35]=3)=[CH:21][N:20]=2)=[CH:14][CH:13]=1)([CH:9]1[CH2:11][CH2:10]1)=[O:8])=O)C.CC[O-].[Na+], predict the reaction product. The product is: [OH:30][CH2:29][C@H:26]([NH:25][C:23]1[C:22]([C:31]2[S:32][CH:33]=[CH:34][CH:35]=2)=[CH:21][N:20]=[C:19]([NH:18][C:15]2[CH:14]=[CH:13][C:12]([S@@:7]([CH:9]3[CH2:11][CH2:10]3)(=[NH:6])=[O:8])=[CH:17][CH:16]=2)[N:24]=1)[CH2:27][CH3:28]. (3) Given the reactants [Cl:1][C:2]1[N:7]=[CH:6][C:5]([C:8](OC)=[O:9])=[C:4]([C:12](OC)=[O:13])[CH:3]=1.[BH4-].[Na+].CO.Cl, predict the reaction product. The product is: [NH4+:7].[OH-:9].[Cl:1][C:2]1[N:7]=[CH:6][C:5]([CH2:8][OH:9])=[C:4]([CH2:12][OH:13])[CH:3]=1. (4) The product is: [CH:37]([NH:40][CH2:41][CH2:42][NH:43][C:7](=[O:34])/[CH:8]=[CH:9]/[C@@H:10]([NH:18][C:19]([NH:21][C:22]1[CH:23]=[CH:24][C:25]([C:28]2[CH:29]=[CH:30][CH:31]=[CH:32][CH:33]=2)=[CH:26][CH:27]=1)=[O:20])[CH2:11][C:12]1[CH:13]=[CH:14][CH:15]=[CH:16][CH:17]=1)([CH3:39])[CH3:38]. Given the reactants C(N(CC)CCN[C:7](=[O:34])/[CH:8]=[CH:9]/[C@@H:10]([NH:18][C:19]([NH:21][C:22]1[CH:27]=[CH:26][C:25]([C:28]2[CH:33]=[CH:32][CH:31]=[CH:30][CH:29]=2)=[CH:24][CH:23]=1)=[O:20])[CH2:11][C:12]1[CH:17]=[CH:16][CH:15]=[CH:14][CH:13]=1)C.[CH:37]([NH:40][CH2:41][CH2:42][NH2:43])([CH3:39])[CH3:38].C1C=CC2N(O)N=NC=2C=1.CCN=C=NCCCN(C)C, predict the reaction product. (5) Given the reactants [Mg].BrCCBr.Br[C:7]1[CH:11]=[CH:10][S:9][CH:8]=1.[Li]CCCC.CON(C)[C:20](=[O:30])[CH2:21][NH:22][C:23](=[O:29])[O:24][C:25]([CH3:28])([CH3:27])[CH3:26].C([Mg]Cl)(C)C, predict the reaction product. The product is: [O:30]=[C:20]([C:7]1[CH:11]=[CH:10][S:9][CH:8]=1)[CH2:21][NH:22][C:23](=[O:29])[O:24][C:25]([CH3:27])([CH3:26])[CH3:28]. (6) Given the reactants [Cl:1][C:2]1[N:10](CC=C)[C:9]2[C:8](=[O:14])[N:7]([CH2:15][CH2:16][CH2:17][C:18]3[CH:19]=[N:20][NH:21][CH:22]=3)[C:6](=[O:23])[N:5]([CH2:24][CH2:25][CH2:26][CH2:27][CH3:28])[C:4]=2[N:3]=1.CC(C)([O-])C.[K+].[Cl:35][C:36]1[S:37][C:38]([CH2:41]Cl)=[CH:39][CH:40]=1, predict the reaction product. The product is: [Cl:1][C:2]1[NH:10][C:9]2[C:8](=[O:14])[N:7]([CH2:15][CH2:16][CH2:17][C:18]3[CH:22]=[N:21][N:20]([CH2:41][C:38]4[S:37][C:36]([Cl:35])=[CH:40][CH:39]=4)[CH:19]=3)[C:6](=[O:23])[N:5]([CH2:24][CH2:25][CH2:26][CH2:27][CH3:28])[C:4]=2[N:3]=1. (7) Given the reactants [H-].[Na+].[CH:3]([C:5]1[CH:10]=[CH:9][C:8]([N:11]2[CH2:16][CH2:15][CH:14]([NH:17][C:18](=[O:20])[CH3:19])[CH2:13][CH2:12]2)=[CH:7][CH:6]=1)=[O:4].[CH2:21](I)[CH3:22], predict the reaction product. The product is: [CH2:21]([N:17]([CH:14]1[CH2:15][CH2:16][N:11]([C:8]2[CH:7]=[CH:6][C:5]([CH:3]=[O:4])=[CH:10][CH:9]=2)[CH2:12][CH2:13]1)[C:18](=[O:20])[CH3:19])[CH3:22].